This data is from Peptide-MHC class I binding affinity with 185,985 pairs from IEDB/IMGT. The task is: Regression. Given a peptide amino acid sequence and an MHC pseudo amino acid sequence, predict their binding affinity value. This is MHC class I binding data. The peptide sequence is FQSHQLWATL. The MHC is HLA-B15:01 with pseudo-sequence HLA-B15:01. The binding affinity (normalized) is 0.684.